From a dataset of Reaction yield outcomes from USPTO patents with 853,638 reactions. Predict the reaction yield, written as a fraction of the theoretical maximum amount of product (1.0 means a 100% yield; for example, 0.34 means a 34% yield). (1) The reactants are [CH:1]1([NH:4][C:5]([NH:7][C:8]2[CH:13]=[CH:12][C:11]([C:14]3[N:15]=[C:16]([N:24]4[CH2:29][CH2:28][O:27][CH2:26][C@@H:25]4C)[C:17]4[CH2:22][N:21]([CH3:23])[CH2:20][C:18]=4[N:19]=3)=[C:10]([F:31])[CH:9]=2)=[O:6])[CH2:3][CH2:2]1.ClC1N=C(N2CCOCC2)C2CN(C)CC=2N=1. No catalyst specified. The product is [CH:1]1([NH:4][C:5]([NH:7][C:8]2[CH:13]=[CH:12][C:11]([C:14]3[N:15]=[C:16]([N:24]4[CH2:25][CH2:26][O:27][CH2:28][CH2:29]4)[C:17]4[CH2:22][N:21]([CH3:23])[CH2:20][C:18]=4[N:19]=3)=[C:10]([F:31])[CH:9]=2)=[O:6])[CH2:3][CH2:2]1. The yield is 0.310. (2) The reactants are C(N(C(C)C)CC)(C)C.O.ON1C2C=CC=CC=2N=N1.[CH2:21]([C:23]([S:42]([CH3:45])(=[O:44])=[O:43])([CH2:27][CH2:28][N:29]1[CH:34]=[CH:33][C:32]([C:35]2[CH:40]=[CH:39][CH:38]=[CH:37][CH:36]=2)=[CH:31][C:30]1=[O:41])[C:24]([OH:26])=O)[CH3:22].[O:46]1[CH2:51][CH2:50][CH2:49][CH2:48][CH:47]1[O:52][NH2:53].Cl.CN(C)CCCN=C=NCC. The catalyst is ClCCl.O. The product is [CH2:21]([C:23]([S:42]([CH3:45])(=[O:43])=[O:44])([CH2:27][CH2:28][N:29]1[CH:34]=[CH:33][C:32]([C:35]2[CH:40]=[CH:39][CH:38]=[CH:37][CH:36]=2)=[CH:31][C:30]1=[O:41])[C:24]([NH:53][O:52][CH:47]1[CH2:48][CH2:49][CH2:50][CH2:51][O:46]1)=[O:26])[CH3:22]. The yield is 1.00.